This data is from NCI-60 drug combinations with 297,098 pairs across 59 cell lines. The task is: Regression. Given two drug SMILES strings and cell line genomic features, predict the synergy score measuring deviation from expected non-interaction effect. (1) Drug 1: CN(C)N=NC1=C(NC=N1)C(=O)N. Synergy scores: CSS=5.23, Synergy_ZIP=-7.48, Synergy_Bliss=-11.2, Synergy_Loewe=-15.8, Synergy_HSA=-9.88. Drug 2: CC1CCC2CC(C(=CC=CC=CC(CC(C(=O)C(C(C(=CC(C(=O)CC(OC(=O)C3CCCCN3C(=O)C(=O)C1(O2)O)C(C)CC4CCC(C(C4)OC)OCCO)C)C)O)OC)C)C)C)OC. Cell line: OVCAR3. (2) Drug 1: CCC1=CC2CC(C3=C(CN(C2)C1)C4=CC=CC=C4N3)(C5=C(C=C6C(=C5)C78CCN9C7C(C=CC9)(C(C(C8N6C)(C(=O)OC)O)OC(=O)C)CC)OC)C(=O)OC.C(C(C(=O)O)O)(C(=O)O)O. Drug 2: CN(CCCl)CCCl.Cl. Cell line: HT29. Synergy scores: CSS=69.7, Synergy_ZIP=-2.56, Synergy_Bliss=6.02, Synergy_Loewe=-5.45, Synergy_HSA=3.58. (3) Drug 1: C1C(C(OC1N2C=C(C(=O)NC2=O)F)CO)O. Drug 2: C1C(C(OC1N2C=NC3=C2NC=NCC3O)CO)O. Cell line: CCRF-CEM. Synergy scores: CSS=56.2, Synergy_ZIP=4.39, Synergy_Bliss=3.89, Synergy_Loewe=-39.2, Synergy_HSA=3.82.